From a dataset of Catalyst prediction with 721,799 reactions and 888 catalyst types from USPTO. Predict which catalyst facilitates the given reaction. The catalyst class is: 4. Reactant: [Cl:1][C:2]1[CH:3]=[CH:4][C:5]2[N:11]3[CH:12]=[CH:13][N:14]=[C:10]3[CH:9]([CH2:15][CH2:16]O)[O:8][CH:7]([C:18]3[CH:23]=[CH:22][CH:21]=[C:20]([O:24][CH3:25])[C:19]=3[O:26][CH3:27])[C:6]=2[CH:28]=1.[CH2:29]([N:31](CC)CC)C.ClCS([O-])(=O)=O.C(=O)([O-])O.[Na+]. Product: [Cl:1][C:2]1[CH:3]=[CH:4][C:5]2[N:11]3[CH:12]=[CH:13][N:14]=[C:10]3[CH:9]([CH2:15][CH2:16][C:29]#[N:31])[O:8][CH:7]([C:18]3[CH:23]=[CH:22][CH:21]=[C:20]([O:24][CH3:25])[C:19]=3[O:26][CH3:27])[C:6]=2[CH:28]=1.